Dataset: Catalyst prediction with 721,799 reactions and 888 catalyst types from USPTO. Task: Predict which catalyst facilitates the given reaction. (1) Reactant: CC(C)([O-])C.[K+].[Cl:7][C:8]1[CH:16]=[C:15]2[C:11]([CH:12]=[CH:13][NH:14]2)=[CH:10][CH:9]=1.[C:17]([N:20]1[CH2:29][C:28]([CH3:31])([CH3:30])[C:27]2[C:22](=[CH:23][C:24]([S:32](Cl)(=[O:34])=[O:33])=[CH:25][CH:26]=2)[CH2:21]1)(=[O:19])[CH3:18].C(OCC)(=O)C. Product: [Cl:7][C:8]1[CH:16]=[C:15]2[C:11]([CH:12]=[CH:13][N:14]2[S:32]([C:24]2[CH:23]=[C:22]3[C:27]([C:28]([CH3:31])([CH3:30])[CH2:29][N:20]([C:17](=[O:19])[CH3:18])[CH2:21]3)=[CH:26][CH:25]=2)(=[O:33])=[O:34])=[CH:10][CH:9]=1. The catalyst class is: 30. (2) Reactant: [F:1][C:2]1[CH:3]=[CH:4][C:5]([O:20][CH2:21][C:22]2[CH:27]=[CH:26][C:25]([C:28]3[CH:33]=[CH:32][C:31]([C:34]([F:37])([F:36])[F:35])=[CH:30][CH:29]=3)=[CH:24][CH:23]=2)=[C:6]([CH2:8][CH2:9][NH:10][CH2:11][CH2:12][CH2:13][CH2:14][C:15]([O:17]CC)=[O:16])[CH:7]=1.Cl.O.C(=O)(O)[O-].[Na+]. Product: [F:1][C:2]1[CH:3]=[CH:4][C:5]([O:20][CH2:21][C:22]2[CH:27]=[CH:26][C:25]([C:28]3[CH:29]=[CH:30][C:31]([C:34]([F:35])([F:36])[F:37])=[CH:32][CH:33]=3)=[CH:24][CH:23]=2)=[C:6]([CH2:8][CH2:9][NH:10][CH2:11][CH2:12][CH2:13][CH2:14][C:15]([OH:17])=[O:16])[CH:7]=1. The catalyst class is: 1. (3) Reactant: [CH:1]1([CH2:4][N:5]([CH2:12][C:13]2[S:17][C:16]([CH3:18])=[N:15][C:14]=2[CH3:19])[CH:6]2[CH2:11][CH2:10][NH:9][CH2:8][CH2:7]2)[CH2:3][CH2:2]1.[C:20]([OH:29])(=[O:28])[C@@H:21]([C@H:23]([C:25]([OH:27])=[O:26])[OH:24])[OH:22]. Product: [C:25]([CH:23]([CH:21]([C:20]([OH:29])=[O:28])[OH:22])[OH:24])([OH:27])=[O:26].[CH:1]1([CH2:4][N:5]([CH2:12][C:13]2[S:17][C:16]([CH3:18])=[N:15][C:14]=2[CH3:19])[CH:6]2[CH2:7][CH2:8][NH:9][CH2:10][CH2:11]2)[CH2:3][CH2:2]1. The catalyst class is: 5. (4) Reactant: [C:1]([O:5][C:6]([NH:8][C@@H:9]([CH2:33][C:34]1[CH:39]=[CH:38][CH:37]=[CH:36][CH:35]=1)[CH2:10][C@H:11]([OH:32])[C@@H:12]([NH:21][C:22](=[O:31])[O:23][CH2:24][C:25]1[CH:30]=[CH:29][CH:28]=[CH:27][CH:26]=1)[CH2:13][C:14]1[CH:19]=[CH:18][C:17]([OH:20])=[CH:16][CH:15]=1)=[O:7])([CH3:4])([CH3:3])[CH3:2].C1C=CC(N([S:47]([C:50]([F:53])([F:52])[F:51])(=[O:49])=[O:48])[S:47]([C:50]([F:53])([F:52])[F:51])(=[O:49])=[O:48])=CC=1. Product: [F:51][C:50]([F:53])([F:52])[S:47]([O:20][C:17]1[CH:18]=[CH:19][C:14]([CH2:13][C@H:12]([NH:21][C:22]([O:23][CH2:24][C:25]2[CH:26]=[CH:27][CH:28]=[CH:29][CH:30]=2)=[O:31])[C@@H:11]([OH:32])[CH2:10][C@@H:9]([NH:8][C:6]([O:5][C:1]([CH3:4])([CH3:2])[CH3:3])=[O:7])[CH2:33][C:34]2[CH:39]=[CH:38][CH:37]=[CH:36][CH:35]=2)=[CH:15][CH:16]=1)(=[O:49])=[O:48]. The catalyst class is: 154. (5) The catalyst class is: 2. Product: [CH2:1]([O:3][C:4]([C@@H:6]1[CH2:10][CH2:9][CH:8]([CH:11]=[CH2:12])[N:7]1[C:23]([O:25][C:26]([CH3:27])([CH3:29])[CH3:28])=[O:24])=[O:5])[CH3:2]. Reactant: [CH2:1]([O:3][C:4]([C@@H:6]1[CH2:10][CH2:9][CH:8]([CH2:11][CH2:12][Se]C2C=CC=CC=2[N+]([O-])=O)[N:7]1[C:23]([O:25][C:26]([CH3:29])([CH3:28])[CH3:27])=[O:24])=[O:5])[CH3:2].N1C=CC=CC=1.OO. (6) Reactant: [I-].[C:2]([NH:10][C:11]1[CH:16]=[CH:15][N+:14]([CH2:17][CH3:18])=[CH:13][C:12]=1[F:19])(=[O:9])[C:3]1[CH:8]=[CH:7][CH:6]=[CH:5][CH:4]=1.[BH4-].[Na+].[Cl-].[NH4+].C(=O)(O)[O-].[Na+]. Product: [CH2:17]([N:14]1[CH2:15][CH2:16][C:11]([NH:10][C:2](=[O:9])[C:3]2[CH:8]=[CH:7][CH:6]=[CH:5][CH:4]=2)=[C:12]([F:19])[CH2:13]1)[CH3:18]. The catalyst class is: 5.